This data is from NCI-60 drug combinations with 297,098 pairs across 59 cell lines. The task is: Regression. Given two drug SMILES strings and cell line genomic features, predict the synergy score measuring deviation from expected non-interaction effect. (1) Drug 1: CC1=C(C=C(C=C1)NC2=NC=CC(=N2)N(C)C3=CC4=NN(C(=C4C=C3)C)C)S(=O)(=O)N.Cl. Drug 2: CC1OCC2C(O1)C(C(C(O2)OC3C4COC(=O)C4C(C5=CC6=C(C=C35)OCO6)C7=CC(=C(C(=C7)OC)O)OC)O)O. Cell line: LOX IMVI. Synergy scores: CSS=37.3, Synergy_ZIP=6.70, Synergy_Bliss=5.51, Synergy_Loewe=-7.44, Synergy_HSA=7.76. (2) Drug 1: CC(CN1CC(=O)NC(=O)C1)N2CC(=O)NC(=O)C2. Drug 2: CC1=C2C(C(=O)C3(C(CC4C(C3C(C(C2(C)C)(CC1OC(=O)C(C(C5=CC=CC=C5)NC(=O)OC(C)(C)C)O)O)OC(=O)C6=CC=CC=C6)(CO4)OC(=O)C)O)C)O. Cell line: HL-60(TB). Synergy scores: CSS=52.0, Synergy_ZIP=-8.60, Synergy_Bliss=-8.35, Synergy_Loewe=-9.75, Synergy_HSA=-5.72. (3) Drug 1: COC1=C(C=C2C(=C1)N=CN=C2NC3=CC(=C(C=C3)F)Cl)OCCCN4CCOCC4. Drug 2: CN1C(=O)N2C=NC(=C2N=N1)C(=O)N. Cell line: U251. Synergy scores: CSS=23.7, Synergy_ZIP=-6.21, Synergy_Bliss=3.02, Synergy_Loewe=2.50, Synergy_HSA=5.66. (4) Drug 1: CC(C1=C(C=CC(=C1Cl)F)Cl)OC2=C(N=CC(=C2)C3=CN(N=C3)C4CCNCC4)N. Drug 2: CC1=CC=C(C=C1)C2=CC(=NN2C3=CC=C(C=C3)S(=O)(=O)N)C(F)(F)F. Cell line: UO-31. Synergy scores: CSS=13.8, Synergy_ZIP=-1.74, Synergy_Bliss=1.79, Synergy_Loewe=3.82, Synergy_HSA=3.97. (5) Drug 1: C1CCC(C(C1)[NH-])[NH-].C(=O)(C(=O)[O-])[O-].[Pt+4]. Drug 2: CNC(=O)C1=NC=CC(=C1)OC2=CC=C(C=C2)NC(=O)NC3=CC(=C(C=C3)Cl)C(F)(F)F. Cell line: T-47D. Synergy scores: CSS=41.7, Synergy_ZIP=-4.07, Synergy_Bliss=-5.64, Synergy_Loewe=-8.64, Synergy_HSA=-2.11.